Dataset: Reaction yield outcomes from USPTO patents with 853,638 reactions. Task: Predict the reaction yield, written as a fraction of the theoretical maximum amount of product (1.0 means a 100% yield; for example, 0.34 means a 34% yield). (1) The reactants are [CH2:1]([NH:8][C:9]1[N:14]2[N:15]=[CH:16][C:17]([C:18]([OH:20])=O)=[C:13]2[N:12]=[CH:11][C:10]=1[C:21]([N:23]1[CH2:28][CH2:27][CH:26]([C:29]2[CH:30]=[N:31][CH:32]=[N:33][CH:34]=2)[CH2:25][CH2:24]1)=[O:22])[C:2]1[CH:7]=[CH:6][CH:5]=[CH:4][CH:3]=1.[CH3:35][S:36]([NH2:39])(=[O:38])=[O:37]. No catalyst specified. The product is [CH2:1]([NH:8][C:9]1[N:14]2[N:15]=[CH:16][C:17]([C:18]([NH:39][S:36]([CH3:35])(=[O:38])=[O:37])=[O:20])=[C:13]2[N:12]=[CH:11][C:10]=1[C:21]([N:23]1[CH2:24][CH2:25][CH:26]([C:29]2[CH:30]=[N:31][CH:32]=[N:33][CH:34]=2)[CH2:27][CH2:28]1)=[O:22])[C:2]1[CH:7]=[CH:6][CH:5]=[CH:4][CH:3]=1. The yield is 0.260. (2) The reactants are Cl[C:2]1[CH:3]=[CH:4][C:5]2[N:6]=[CH:7][N:8]=[C:9]([O:12][CH:13]3[CH2:18][CH2:17][O:16][CH2:15][CH2:14]3)[C:10]=2[N:11]=1.CC1(C)C(C)(C)OB([C:27]2[CH:28]=[C:29]([NH:33][S:34]([C:37]3[CH:42]=[CH:41][CH:40]=[CH:39][CH:38]=3)(=[O:36])=[O:35])[CH:30]=[N:31][CH:32]=2)O1.C([O-])(O)=O.[Na+]. The catalyst is O1CCOCC1. The product is [O:16]1[CH2:17][CH2:18][CH:13]([O:12][C:9]2[C:10]3[N:11]=[C:2]([C:27]4[CH:28]=[C:29]([NH:33][S:34]([C:37]5[CH:38]=[CH:39][CH:40]=[CH:41][CH:42]=5)(=[O:35])=[O:36])[CH:30]=[N:31][CH:32]=4)[CH:3]=[CH:4][C:5]=3[N:6]=[CH:7][N:8]=2)[CH2:14][CH2:15]1. The yield is 0.190. (3) The reactants are Cl[C:2]1[N:7]=[CH:6][C:5]([S:8]([N:11]2[C:15]([C:16]3[CH:21]=[CH:20][CH:19]=[CH:18][CH:17]=3)=[CH:14][C:13]([CH2:22][N:23](C)[C:24](=O)OC(C)(C)C)=[CH:12]2)(=[O:10])=[O:9])=[CH:4][C:3]=1[CH3:32].NN.[C:35](=[O:38])([O-:37])O.[Na+].[C:40]([O:43]CC)(=[O:42])[CH3:41].Cl. The catalyst is O1CCCC1.C(O)C. The product is [C:40]([OH:43])(=[O:42])/[CH:41]=[CH:2]/[C:35]([OH:37])=[O:38].[CH3:24][NH:23][CH2:22][C:13]1[CH:14]=[C:15]([C:16]2[CH:17]=[CH:18][CH:19]=[CH:20][CH:21]=2)[N:11]([S:8]([C:5]2[CH:6]=[N:7][CH:2]=[C:3]([CH3:32])[CH:4]=2)(=[O:10])=[O:9])[CH:12]=1. The yield is 0.400. (4) The reactants are [CH3:1][N:2]1[C:8]2[C:9]([N+:13]([O-])=O)=[CH:10][CH:11]=[CH:12][C:7]=2[C:6](=[O:16])[NH:5][CH2:4][CH2:3]1. The catalyst is CO.[Pd]. The product is [NH2:13][C:9]1[C:8]2[N:2]([CH3:1])[CH2:3][CH2:4][NH:5][C:6](=[O:16])[C:7]=2[CH:12]=[CH:11][CH:10]=1. The yield is 0.990.